This data is from Forward reaction prediction with 1.9M reactions from USPTO patents (1976-2016). The task is: Predict the product of the given reaction. (1) Given the reactants [F:1][C:2]1[C:7]2[CH2:8][O:9][CH2:10][O:11][C:6]=2[C:5]([O:12][CH3:13])=[CH:4][CH:3]=1.CN(CCN(CCN(C)C)C)C.C([Li])CCC.[CH:31](N1CCOCC1)=[O:32].Cl, predict the reaction product. The product is: [F:1][C:2]1[C:7]2[CH2:8][O:9][CH2:10][O:11][C:6]=2[C:5]([O:12][CH3:13])=[CH:4][C:3]=1[CH:31]=[O:32]. (2) Given the reactants [CH:1]1[C:10]2[C:5](=[CH:6][CH:7]=[CH:8][CH:9]=2)[CH:4]=[CH:3][C:2]=1[CH2:11][O:12][C:13]1[CH:14]=[C:15]([CH:20]=[C:21]([N+:23]([O-:25])=[O:24])[CH:22]=1)[C:16]([NH:18][NH2:19])=[O:17].C(N(CC)CC)C.[C:33](Br)(=[O:40])[C:34]1[CH:39]=[CH:38][CH:37]=[CH:36][CH:35]=1, predict the reaction product. The product is: [CH:1]1[C:10]2[C:5](=[CH:6][CH:7]=[CH:8][CH:9]=2)[CH:4]=[CH:3][C:2]=1[CH2:11][O:12][C:13]1[CH:14]=[C:15]([CH:20]=[C:21]([N+:23]([O-:25])=[O:24])[CH:22]=1)[C:16]([NH:18][NH:19][C:33](=[O:40])[C:34]1[CH:39]=[CH:38][CH:37]=[CH:36][CH:35]=1)=[O:17]. (3) Given the reactants C([O:5][C:6]([C@:8]1([CH2:24][CH:25]([CH3:27])[CH3:26])[CH2:12][C@@H:11]([C:13]2[O:17][N:16]=[C:15]([CH3:18])[N:14]=2)[C@H:10]([C:19]2[S:20][CH:21]=[CH:22][CH:23]=2)[NH:9]1)=[O:7])(C)(C)C.[CH3:28][O:29][C:30]1[CH:31]=[C:32]([CH:36]=[CH:37][C:38]=1[C:39]([CH3:42])([CH3:41])[CH3:40])[C:33](Cl)=[O:34].FC(F)(F)C(O)=O, predict the reaction product. The product is: [CH2:24]([C@@:8]1([C:6]([OH:5])=[O:7])[CH2:12][C@@H:11]([C:13]2[O:17][N:16]=[C:15]([CH3:18])[N:14]=2)[C@H:10]([C:19]2[S:20][CH:21]=[CH:22][CH:23]=2)[N:9]1[C:33](=[O:34])[C:32]1[CH:36]=[CH:37][C:38]([C:39]([CH3:40])([CH3:41])[CH3:42])=[C:30]([O:29][CH3:28])[CH:31]=1)[CH:25]([CH3:26])[CH3:27]. (4) The product is: [Cl:1][C:2]1[CH:3]=[C:4]([C:8]2[C:9]3[CH:43]=[CH:42][CH:41]=[C:40]([CH2:44][CH3:45])[C:10]=3[NH:11][C:12](=[O:39])[CH:13]([NH:15][C:16]([C@H:18]([CH2:33][CH2:34][C:35]([F:37])([F:38])[F:36])[C@H:19]([CH2:27][CH2:28][C:29]([F:32])([F:31])[F:30])[C:20]([OH:22])=[O:21])=[O:17])[N:14]=2)[CH:5]=[CH:6][CH:7]=1. Given the reactants [Cl:1][C:2]1[CH:3]=[C:4]([C:8]2[C:9]3[CH:43]=[CH:42][CH:41]=[C:40]([CH2:44][CH3:45])[C:10]=3[NH:11][C:12](=[O:39])[CH:13]([NH:15][C:16]([C@H:18]([CH2:33][CH2:34][C:35]([F:38])([F:37])[F:36])[C@H:19]([CH2:27][CH2:28][C:29]([F:32])([F:31])[F:30])[C:20]([O:22]C(C)(C)C)=[O:21])=[O:17])[N:14]=2)[CH:5]=[CH:6][CH:7]=1.C(O)(C(F)(F)F)=O, predict the reaction product. (5) Given the reactants Cl[C:2]1[C:3]([C:8]#[N:9])=[N:4][CH:5]=[CH:6][CH:7]=1.C[S-:11].[Na+], predict the reaction product. The product is: [SH:11][C:2]1[C:3]([C:8]#[N:9])=[N:4][CH:5]=[CH:6][CH:7]=1. (6) Given the reactants [N:1]([CH2:4][C@H:5]([CH3:26])[C@@H:6]([O:18][Si:19]([C:22]([CH3:25])([CH3:24])[CH3:23])([CH3:21])[CH3:20])[C@H:7]([NH:10][C:11](=[O:17])[O:12][C:13]([CH3:16])([CH3:15])[CH3:14])[CH2:8][OH:9])=[N+:2]=[N-:3].[CH3:27][S:28](Cl)(=[O:30])=[O:29], predict the reaction product. The product is: [CH3:27][S:28]([O:9][CH2:8][C@@H:7]([NH:10][C:11]([O:12][C:13]([CH3:16])([CH3:14])[CH3:15])=[O:17])[C@H:6]([O:18][Si:19]([C:22]([CH3:25])([CH3:24])[CH3:23])([CH3:20])[CH3:21])[C@@H:5]([CH3:26])[CH2:4][N:1]=[N+:2]=[N-:3])(=[O:30])=[O:29]. (7) Given the reactants [CH2:1]([O:3][C:4](=[O:27])[CH2:5][CH2:6][C:7]1[CH:25]=[CH:24][C:10]([O:11][CH2:12][C:13]2[CH:14]=[C:15]([CH:21]=[CH:22][CH:23]=2)[O:16][CH2:17][C:18](O)=[O:19])=[C:9]([F:26])[CH:8]=1)[CH3:2].Cl.CN.[CH2:31]([N:33](CC)CC)C.Cl.C(N=C=NCCCN(C)C)C.ON1C2C=CC=CC=2N=N1, predict the reaction product. The product is: [F:26][C:9]1[CH:8]=[C:7]([CH2:6][CH2:5][C:4]([O:3][CH2:1][CH3:2])=[O:27])[CH:25]=[CH:24][C:10]=1[O:11][CH2:12][C:13]1[CH:23]=[CH:22][CH:21]=[C:15]([O:16][CH2:17][C:18]([NH:33][CH3:31])=[O:19])[CH:14]=1. (8) Given the reactants Cl[C:2]1[C:11]2[C:6](=[CH:7][C:8]([O:12][CH3:13])=[CH:9][CH:10]=2)[N:5]=[CH:4][CH:3]=1.[OH:14][C:15]1[CH:16]=[N:17][C:18]([CH2:21][C:22]([O:24][CH2:25][CH3:26])=[O:23])=[N:19][CH:20]=1, predict the reaction product. The product is: [CH3:13][O:12][C:8]1[CH:7]=[C:6]2[C:11]([C:2]([O:14][C:15]3[CH:20]=[N:19][C:18]([CH2:21][C:22]([O:24][CH2:25][CH3:26])=[O:23])=[N:17][CH:16]=3)=[CH:3][CH:4]=[N:5]2)=[CH:10][CH:9]=1.